From a dataset of CYP3A4 inhibition data for predicting drug metabolism from PubChem BioAssay. Regression/Classification. Given a drug SMILES string, predict its absorption, distribution, metabolism, or excretion properties. Task type varies by dataset: regression for continuous measurements (e.g., permeability, clearance, half-life) or binary classification for categorical outcomes (e.g., BBB penetration, CYP inhibition). Dataset: cyp3a4_veith. (1) The molecule is Cc1nn(-c2ccccc2)c2c1C(=O)N(Cc1ccccc1)C(=O)C(C)(C)C2. The result is 0 (non-inhibitor). (2) The drug is NC(=O)NC(=O)[C@H]1CCCC[C@@H]1C(=O)O. The result is 0 (non-inhibitor).